This data is from Forward reaction prediction with 1.9M reactions from USPTO patents (1976-2016). The task is: Predict the product of the given reaction. (1) Given the reactants Br[C:2]1[C:3]2[S:17][CH:16]=[CH:15][C:4]=2[N:5]=[C:6]([C:8]2[CH:9]=[C:10]([OH:14])[CH:11]=[CH:12][CH:13]=2)[N:7]=1.C(OC(=O)[NH:24][C:25]1[S:26][C:27]([Sn](CCCC)(CCCC)CCCC)=[CH:28][N:29]=1)(C)(C)C, predict the reaction product. The product is: [NH2:24][C:25]1[S:26][C:27]([C:2]2[C:3]3[S:17][CH:16]=[CH:15][C:4]=3[N:5]=[C:6]([C:8]3[CH:9]=[C:10]([OH:14])[CH:11]=[CH:12][CH:13]=3)[N:7]=2)=[CH:28][N:29]=1. (2) Given the reactants [F:1][C:2]1[CH:7]=[CH:6][CH:5]=[CH:4][C:3]=1[NH:8][C:9](=[O:15])[O:10]CCCC.[C:16]([Li])([CH3:19])([CH3:18])[CH3:17].[B:21](OC)([O:24]C)[O:22]C.[OH-].[Na+].Cl, predict the reaction product. The product is: [C:16]([O:10][C:9]([NH:8][C:3]1[C:2]([F:1])=[CH:7][CH:6]=[CH:5][C:4]=1[B:21]([OH:24])[OH:22])=[O:15])([CH3:19])([CH3:18])[CH3:17]. (3) Given the reactants [CH2:1]([C@@H:8]1[CH2:12][O:11][C:10](=[O:13])[N:9]1[C:14](=[O:17])[CH2:15][CH3:16])[C:2]1[CH:7]=[CH:6][CH:5]=[CH:4][CH:3]=1.C[Si]([N-][Si](C)(C)C)(C)C.[Na+].[CH2:28]([O:35][C:36]1[CH:41]=[CH:40][C:39]([CH2:42]Br)=[CH:38][CH:37]=1)[C:29]1[CH:34]=[CH:33][CH:32]=[CH:31][CH:30]=1.O1CCNC1=O, predict the reaction product. The product is: [CH2:1]([C@@H:8]1[CH2:12][O:11][C:10](=[O:13])[N:9]1[C:14](=[O:17])[C@H:15]([CH3:16])[CH2:42][C:39]1[CH:40]=[CH:41][C:36]([O:35][CH2:28][C:29]2[CH:34]=[CH:33][CH:32]=[CH:31][CH:30]=2)=[CH:37][CH:38]=1)[C:2]1[CH:3]=[CH:4][CH:5]=[CH:6][CH:7]=1. (4) Given the reactants Cl[C:2]1[CH:3]=[C:4]([CH:23]=[CH:24][C:25]=1Cl)[O:5][CH:6]1[CH2:11][CH2:10][N:9]([S:12]([C:15]2[C:16]([CH3:22])=[N:17][N:18]([CH3:21])[C:19]=2[CH3:20])(=[O:14])=[O:13])[CH2:8][CH2:7]1.CN1C(C)=C(S(Cl)(=O)=O)C(C)=N1.Cl.[CH3:40][O:41]C1C=C(C=CC=1)OC1CCNCC1, predict the reaction product. The product is: [CH3:40][O:41][C:2]1[CH:3]=[C:4]([CH:23]=[CH:24][CH:25]=1)[O:5][CH:6]1[CH2:11][CH2:10][N:9]([S:12]([C:15]2[C:16]([CH3:22])=[N:17][N:18]([CH3:21])[C:19]=2[CH3:20])(=[O:14])=[O:13])[CH2:8][CH2:7]1. (5) Given the reactants Br[C:2]1[N:6]([CH3:7])[N:5]=[C:4]([C:8]2[CH:13]=[CH:12][C:11]([F:14])=[CH:10][CH:9]=2)[CH:3]=1.[O:15]1[CH2:20][CH:19]=[C:18](B2OC(C)(C)C(C)(C)O2)[CH2:17][CH2:16]1.[O-]P([O-])([O-])=O.[K+].[K+].[K+], predict the reaction product. The product is: [O:15]1[CH2:16][CH:17]=[C:18]([C:2]2[N:6]([CH3:7])[N:5]=[C:4]([C:8]3[CH:13]=[CH:12][C:11]([F:14])=[CH:10][CH:9]=3)[CH:3]=2)[CH2:19][CH2:20]1. (6) Given the reactants [NH:1]1[C:9]2[C:4](=[N:5][C:6]([C:10](=O)[CH3:11])=[CH:7][CH:8]=2)[CH:3]=[CH:2]1.Cl.CN.[BH3-][C:17]#[N:18].[Na+], predict the reaction product. The product is: [CH3:17][NH:18][CH:10]([C:6]1[N:5]=[C:4]2[CH:3]=[CH:2][NH:1][C:9]2=[CH:8][CH:7]=1)[CH3:11]. (7) Given the reactants [C:1]([CH2:3][C:4]1([N:23]2[CH:27]=[C:26](B3OC(C)(C)C(C)(C)O3)[CH:25]=[N:24]2)[CH2:7][N:6]([C:8]2[N:9]=[CH:10][C:11]([C:14]([NH:16][C@@H:17]([CH3:22])[C:18]([F:21])([F:20])[F:19])=[O:15])=[N:12][CH:13]=2)[CH2:5]1)#[N:2].Br[C:38]1[C:39]([CH3:50])=[N:40][N:41](C(OC(C)(C)C)=O)[CH:42]=1.[C:51](=[O:54])([O-])[O-:52].[Na+].[Na+], predict the reaction product. The product is: [F:19][C:18]([F:21])([F:20])[C:51]([OH:52])=[O:54].[C:1]([CH2:3][C:4]1([N:23]2[CH:27]=[C:26]([C:38]3[C:39]([CH3:50])=[N:40][NH:41][CH:42]=3)[CH:25]=[N:24]2)[CH2:7][N:6]([C:8]2[N:9]=[CH:10][C:11]([C:14]([NH:16][C@@H:17]([CH3:22])[C:18]([F:19])([F:20])[F:21])=[O:15])=[N:12][CH:13]=2)[CH2:5]1)#[N:2].[C:51]([OH:52])([C:18]([F:21])([F:20])[F:19])=[O:54]. (8) Given the reactants [F:1][C:2]1[C:7]2[N:8]=[C:9]([S:11][CH3:12])[S:10][C:6]=2[C:5]([F:13])=[C:4]([C:14]#[N:15])[CH:3]=1.FC1C(C#N)=CC2SC(SC)=NC=2C=1, predict the reaction product. The product is: [F:1][C:2]1[C:7]2[N:8]=[C:9]([S:11][CH3:12])[S:10][C:6]=2[C:5]([F:13])=[C:4]([CH2:14][NH2:15])[CH:3]=1. (9) The product is: [Cl:25][C:16]1[N:15]=[C:9]([NH:8][C:5]2[CH:6]=[CH:7][C:2]([Cl:1])=[CH:3][CH:4]=2)[C:19]([N+:20]([O-:22])=[O:21])=[C:18]([NH:23][CH3:24])[CH:17]=1. Given the reactants [Cl:1][C:2]1[CH:7]=[CH:6][C:5]([NH:8][CH:9]=O)=[CH:4][CH:3]=1.[H-].[Na+].ClC1[C:19]([N+:20]([O-:22])=[O:21])=[C:18]([NH:23][CH3:24])[CH:17]=[C:16]([Cl:25])[N:15]=1.O, predict the reaction product. (10) Given the reactants [CH2:1]([N:5]1[CH:9]=[CH:8][N:7]=[C:6]1[CH2:10]O)[CH2:2][CH2:3][CH3:4].S(Cl)([Cl:14])=O, predict the reaction product. The product is: [ClH:14].[CH2:1]([N:5]1[CH:9]=[CH:8][N:7]=[C:6]1[CH2:10][Cl:14])[CH2:2][CH2:3][CH3:4].